From a dataset of Full USPTO retrosynthesis dataset with 1.9M reactions from patents (1976-2016). Predict the reactants needed to synthesize the given product. (1) Given the product [Cl:1][C:2]1[N:7]=[C:6]([Cl:8])[C:5]([O:9][CH2:10][CH:11]([OH:13])[CH3:12])=[C:4]([N:14]2[CH2:19][CH2:18][O:17][CH2:16][CH2:15]2)[N:3]=1, predict the reactants needed to synthesize it. The reactants are: [Cl:1][C:2]1[N:7]=[C:6]([Cl:8])[C:5]([O:9][CH2:10][C:11](=[O:13])[CH3:12])=[C:4]([N:14]2[CH2:19][CH2:18][O:17][CH2:16][CH2:15]2)[N:3]=1.CC(C[AlH]CC(C)C)C. (2) Given the product [CH3:1][C:2]1[CH:3]=[C:4]([C:9]2[N:10]=[C:11]([NH:20][C:25]([NH:24][CH2:21][CH2:22][CH3:23])=[O:26])[S:12][C:13]=2[C:14]2[CH:19]=[CH:18][N:17]=[CH:16][CH:15]=2)[CH:5]=[C:6]([CH3:8])[CH:7]=1, predict the reactants needed to synthesize it. The reactants are: [CH3:1][C:2]1[CH:3]=[C:4]([C:9]2[N:10]=[C:11]([NH2:20])[S:12][C:13]=2[C:14]2[CH:19]=[CH:18][N:17]=[CH:16][CH:15]=2)[CH:5]=[C:6]([CH3:8])[CH:7]=1.[CH2:21]([N:24]=[C:25]=[O:26])[CH2:22][CH3:23].C(=O)([O-])O.[Na+]. (3) Given the product [F:1][C:2]1[N:7]=[CH:6][C:5]([NH:8][C:34]([C@@H:30]2[CH2:31][CH2:32][CH2:33][N:29]2[C:27]2[N:28]=[C:23]([NH:22][C:19]3[CH:18]=[C:17]([CH:14]([CH3:16])[CH3:15])[NH:21][N:20]=3)[C:24]3[CH2:40][CH2:39][CH2:38][C:25]=3[N:26]=2)=[O:35])=[CH:4][CH:3]=1, predict the reactants needed to synthesize it. The reactants are: [F:1][C:2]1[N:7]=[CH:6][C:5]([NH2:8])=[CH:4][CH:3]=1.C([Mg]Cl)(C)C.[CH:14]([C:17]1[NH:21][N:20]=[C:19]([NH:22][C:23]2[C:24]3[CH2:40][CH2:39][CH2:38][C:25]=3[N:26]=[C:27]([N:29]3[CH2:33][CH2:32][CH2:31][CH:30]3[C:34](OC)=[O:35])[N:28]=2)[CH:18]=1)([CH3:16])[CH3:15]. (4) The reactants are: [CH3:1][C@H:2]1[CH2:7][NH:6][CH2:5][CH2:4][N:3]1[C:8]([O:10][C:11]([CH3:14])([CH3:13])[CH3:12])=[O:9].[C:15]([N:18]1[C:27]2[C:22](=[CH:23][C:24](Br)=[CH:25][CH:26]=2)[C@H:21]([NH:29]C(=O)OCC2C=CC=CC=2)[C@@H:20]([CH3:40])[C@@H:19]1[CH:41]1[CH2:43][CH2:42]1)(=[O:17])[CH3:16].CC(C)([O-])C.[Na+].CN(C1C(C2C(P(C3CCCCC3)C3CCCCC3)=CC=CC=2)=CC=CC=1)C. Given the product [C:15]([N:18]1[C:27]2[C:22](=[CH:23][C:24]([N:6]3[CH2:5][CH2:4][N:3]([C:8]([O:10][C:11]([CH3:13])([CH3:12])[CH3:14])=[O:9])[C@@H:2]([CH3:1])[CH2:7]3)=[CH:25][CH:26]=2)[C@H:21]([NH2:29])[C@@H:20]([CH3:40])[C@@H:19]1[CH:41]1[CH2:43][CH2:42]1)(=[O:17])[CH3:16], predict the reactants needed to synthesize it. (5) Given the product [N:11]1([OH:12])[C:10]2[C:4]3[CH:3]=[CH:2][CH:15]=[CH:14][C:5]=3[CH2:6][CH2:7][CH2:8][C:9]=2[N:16]=[CH:17]1, predict the reactants needed to synthesize it. The reactants are: F[C:2]1[CH:15]=[CH:14][C:5]2[CH2:6][CH2:7][CH2:8][C:9](=O)[C:10](=[N:11][OH:12])[C:4]=2[CH:3]=1.[N:16]1C=CC=C[C:17]=1C=O.C([O-])(=O)C.[NH4+]. (6) The reactants are: Br[C:2]1[C:3]([C:8]2([C:31]#[N:32])[CH2:13][CH2:12][N:11]([CH2:14][C:15]3[CH:16]=[C:17]([C:26]([O:28][CH2:29][CH3:30])=[O:27])[C:18](=[O:25])[N:19]4[C:24]=3[CH:23]=[CH:22][CH:21]=[CH:20]4)[CH2:10][CH2:9]2)=[N:4][CH:5]=[CH:6][CH:7]=1.[CH:33]([B-](F)(F)F)=[CH2:34].[K+].C(=O)([O-])[O-].[Cs+].[Cs+]. Given the product [C:31]([C:8]1([C:3]2[C:2]([CH:33]=[CH2:34])=[CH:7][CH:6]=[CH:5][N:4]=2)[CH2:13][CH2:12][N:11]([CH2:14][C:15]2[CH:16]=[C:17]([C:26]([O:28][CH2:29][CH3:30])=[O:27])[C:18](=[O:25])[N:19]3[C:24]=2[CH:23]=[CH:22][CH:21]=[CH:20]3)[CH2:10][CH2:9]1)#[N:32], predict the reactants needed to synthesize it. (7) Given the product [CH:12]1([C:17]2[C:26]3[C@@H:25]([OH:27])[CH2:24][C:23]4([CH2:30][CH2:29][CH2:28]4)[CH2:22][C:21]=3[N:20]=[C:19]([CH:31]([CH3:33])[CH3:32])[C:18]=2[C:34]([C:35]2[CH:40]=[CH:39][C:38]([C:41]([F:44])([F:42])[F:43])=[CH:37][CH:36]=2)=[O:45])[CH2:13][CH2:14][CH2:15][CH2:16]1, predict the reactants needed to synthesize it. The reactants are: N[C@@H]1C2C(=CC=CC=2)C[C@@H]1O.[CH:12]1([C:17]2[C:26]3[C:25](=[O:27])[CH2:24][C:23]4([CH2:30][CH2:29][CH2:28]4)[CH2:22][C:21]=3[N:20]=[C:19]([CH:31]([CH3:33])[CH3:32])[C:18]=2[C:34](=[O:45])[C:35]2[CH:40]=[CH:39][C:38]([C:41]([F:44])([F:43])[F:42])=[CH:37][CH:36]=2)[CH2:16][CH2:15][CH2:14][CH2:13]1.CO.